From a dataset of Reaction yield outcomes from USPTO patents with 853,638 reactions. Predict the reaction yield, written as a fraction of the theoretical maximum amount of product (1.0 means a 100% yield; for example, 0.34 means a 34% yield). (1) The product is [NH2:10][C:7]1[CH:8]=[CH:9][C:4]([C:3]([N:2]([CH3:1])[CH3:18])=[O:17])=[C:5]([C:13]([F:14])([F:15])[F:16])[CH:6]=1. The catalyst is CO.[Pd]. The reactants are [CH3:1][N:2]([CH3:18])[C:3](=[O:17])[C:4]1[CH:9]=[CH:8][C:7]([N+:10]([O-])=O)=[CH:6][C:5]=1[C:13]([F:16])([F:15])[F:14]. The yield is 0.940. (2) The reactants are Cl.C(O[N:5]=[CH:6][C:7]1[CH:8]=[C:9]2[C:13](=[CH:14][CH:15]=1)[NH:12][N:11]=[C:10]2[C:16]1[CH:17]=[C:18]([NH:22][C:23](=[O:32])[C@H:24]([OH:31])[C:25]2[CH:30]=[CH:29][CH:28]=[CH:27][CH:26]=2)[CH:19]=[CH:20][CH:21]=1)C.[NH2:33][NH:34][C:35](=O)[CH2:36][N:37]([CH3:39])[CH3:38].C[O-].[Na+]. The catalyst is CO. The product is [CH3:38][N:37]([CH2:36][C:35]1[NH:34][N:33]=[C:6]([C:7]2[CH:8]=[C:9]3[C:13](=[CH:14][CH:15]=2)[NH:12][N:11]=[C:10]3[C:16]2[CH:17]=[C:18]([NH:22][C:23](=[O:32])[C@H:24]([OH:31])[C:25]3[CH:26]=[CH:27][CH:28]=[CH:29][CH:30]=3)[CH:19]=[CH:20][CH:21]=2)[N:5]=1)[CH3:39]. The yield is 0.0900. (3) The reactants are [CH2:1]([C:3]1[C:7]([C:8]([O:10][CH3:11])=[O:9])=[CH:6][NH:5][N:4]=1)[CH3:2].[CH2:12]([O:14][C:15]1[CH:16]=[C:17](B(O)O)[CH:18]=[CH:19][CH:20]=1)[CH3:13].N1C=CC=CC=1. The catalyst is CN(C)C(=O)C.C([O-])(=O)C.[Cu+2].C([O-])(=O)C. The product is [CH2:12]([O:14][C:15]1[CH:20]=[C:19]([N:5]2[CH:6]=[C:7]([C:8]([O:10][CH3:11])=[O:9])[C:3]([CH2:1][CH3:2])=[N:4]2)[CH:18]=[CH:17][CH:16]=1)[CH3:13]. The yield is 0.360. (4) The reactants are [Cl:1][C:2]1[CH:21]=[C:20]([C:22]2[CH2:27][CH2:26][C:25](=[O:28])[NH:24][N:23]=2)[CH:19]=[CH:18][C:3]=1[O:4][CH2:5][CH2:6][N:7]1C(=O)C2C(=CC=CC=2)C1=O. The catalyst is CN. The product is [NH2:7][CH2:6][CH2:5][O:4][C:3]1[CH:18]=[CH:19][C:20]([C:22]2[CH2:27][CH2:26][C:25](=[O:28])[NH:24][N:23]=2)=[CH:21][C:2]=1[Cl:1]. The yield is 0.890. (5) The catalyst is CN(C)C=O. The yield is 0.890. The reactants are [CH3:1][O:2][CH2:3][O:4][C:5]1[C:6]([C:20](=[O:29])[C:21]2[CH:26]=[CH:25][C:24]([O:27][CH3:28])=[CH:23][CH:22]=2)=[C:7]([CH2:15][C:16]([O:18][CH3:19])=[O:17])[CH:8]=[C:9]([O:11][CH2:12][O:13][CH3:14])[CH:10]=1.[Br:30]N1C(=O)CCC1=O.O. The product is [CH3:14][O:13][CH2:12][O:11][C:9]1[C:8]([Br:30])=[C:7]([CH2:15][C:16]([O:18][CH3:19])=[O:17])[C:6]([C:20](=[O:29])[C:21]2[CH:22]=[CH:23][C:24]([O:27][CH3:28])=[CH:25][CH:26]=2)=[C:5]([O:4][CH2:3][O:2][CH3:1])[CH:10]=1. (6) The reactants are [F:1][C:2]1[N:7]=[CH:6][C:5]([C:8]2[C:9]3[O:16][C:15]([CH:17]=O)=[CH:14][C:10]=3[CH:11]=[N:12][CH:13]=2)=[CH:4][CH:3]=1.[NH:19]1[CH2:25][C:23](=[O:24])[NH:22][C:20]1=[S:21].C([O-])(=O)C.[Na+]. The catalyst is C(O)(=O)C. The product is [F:1][C:2]1[N:7]=[CH:6][C:5]([C:8]2[C:9]3[O:16][C:15](/[CH:17]=[C:25]4/[C:23](=[O:24])[NH:22][C:20](=[S:21])[NH:19]/4)=[CH:14][C:10]=3[CH:11]=[N:12][CH:13]=2)=[CH:4][CH:3]=1. The yield is 0.880.